Dataset: Forward reaction prediction with 1.9M reactions from USPTO patents (1976-2016). Task: Predict the product of the given reaction. Given the reactants C[N:2]([CH:4]=[C:5]1[CH2:9][CH2:8][C:7]([CH3:11])([CH3:10])[C:6]1=O)C.O.[NH2:14]N, predict the reaction product. The product is: [CH3:10][C:7]1([CH3:11])[C:6]2[C:5](=[CH:4][NH:2][N:14]=2)[CH2:9][CH2:8]1.